This data is from Forward reaction prediction with 1.9M reactions from USPTO patents (1976-2016). The task is: Predict the product of the given reaction. (1) Given the reactants [Cl:1][C:2]1[C:11]2[C:6](=[CH:7][CH:8]=[C:9](I)[CH:10]=2)[N:5]=[C:4]([O:13][CH3:14])[C:3]=1[CH2:15][CH2:16][C:17]([F:20])([F:19])[F:18].[Li]CCCC.[CH3:26][N:27]1[C:31]([C:32]([C:34]2[CH:35]=[N:36][C:37]([C:40]([F:43])([F:42])[F:41])=[CH:38][CH:39]=2)=[O:33])=[CH:30][N:29]=[CH:28]1, predict the reaction product. The product is: [Cl:1][C:2]1[C:11]2[C:6](=[CH:7][CH:8]=[C:9]([C:32]([C:31]3[N:27]([CH3:26])[CH:28]=[N:29][CH:30]=3)([C:34]3[CH:35]=[N:36][C:37]([C:40]([F:41])([F:43])[F:42])=[CH:38][CH:39]=3)[OH:33])[CH:10]=2)[N:5]=[C:4]([O:13][CH3:14])[C:3]=1[CH2:15][CH2:16][C:17]([F:20])([F:19])[F:18]. (2) Given the reactants [NH2:1][C:2]1[CH:7]=[C:6]([Cl:8])[CH:5]=[C:4]([CH3:9])[C:3]=1[OH:10].C(OCC)(=O)C.C(=O)([O-])O.[Na+].[Cl:22][CH:23]([C:27]1[CH:32]=[CH:31][CH:30]=[CH:29][CH:28]=1)[C:24](Cl)=[O:25], predict the reaction product. The product is: [Cl:22][CH:23]([C:27]1[CH:32]=[CH:31][CH:30]=[CH:29][CH:28]=1)[C:24]([NH:1][C:2]1[CH:7]=[C:6]([Cl:8])[CH:5]=[C:4]([CH3:9])[C:3]=1[OH:10])=[O:25].